Predict the reaction yield, written as a fraction of the theoretical maximum amount of product (1.0 means a 100% yield; for example, 0.34 means a 34% yield). From a dataset of Reaction yield outcomes from USPTO patents with 853,638 reactions. (1) The reactants are [F:1][C:2]1[CH:10]=[C:9]([F:11])[CH:8]=[C:7]2[C:3]=1[CH2:4][O:5][C:6]2=[O:12].C1C(=O)N([Br:20])C(=O)C1.C(OOC(=O)C1C=CC=CC=1)(=O)C1C=CC=CC=1.O. The catalyst is C(Cl)(Cl)(Cl)Cl. The product is [Br:20][CH:4]1[C:3]2[C:7](=[CH:8][C:9]([F:11])=[CH:10][C:2]=2[F:1])[C:6](=[O:12])[O:5]1. The yield is 1.00. (2) The reactants are [Br:1][C:2]1[S:23][C:5]2[N:6]([CH3:22])[C:7](=[O:21])[N:8]([CH2:11][CH2:12][CH2:13][O:14][CH:15]3[CH2:20][CH2:19][CH2:18][CH2:17][O:16]3)[C:9](=[O:10])[C:4]=2[C:3]=1[CH:24]=[O:25].[CH2:26]([Mg]Br)[CH:27]([CH3:29])[CH3:28]. The catalyst is C1COCC1.C(Cl)Cl.O. The product is [Br:1][C:2]1[S:23][C:5]2[N:6]([CH3:22])[C:7](=[O:21])[N:8]([CH2:11][CH2:12][CH2:13][O:14][CH:15]3[CH2:20][CH2:19][CH2:18][CH2:17][O:16]3)[C:9](=[O:10])[C:4]=2[C:3]=1[CH:24]([OH:25])[CH2:26][CH:27]([CH3:29])[CH3:28]. The yield is 0.154.